From a dataset of Full USPTO retrosynthesis dataset with 1.9M reactions from patents (1976-2016). Predict the reactants needed to synthesize the given product. (1) Given the product [Cl:14][C:15]1[CH:20]=[CH:19][C:18]([C@@H:21]2[O:27][CH2:26][CH2:25][N:24]([C:28]([O:30][C:31]([CH3:33])([CH3:32])[CH3:34])=[O:29])[CH2:23][C@H:22]2[CH2:35][N:7]2[CH:8]=[CH:9][CH:10]=[C:5]([C:3]#[N:4])[C:6]2=[O:11])=[CH:17][C:16]=1[F:41], predict the reactants needed to synthesize it. The reactants are: [H-].[Na+].[C:3]([C:5]1[C:6]([OH:11])=[N:7][CH:8]=[CH:9][CH:10]=1)#[N:4].[Br-].[Li+].[Cl:14][C:15]1[CH:20]=[CH:19][C:18]([C@@H:21]2[O:27][CH2:26][CH2:25][N:24]([C:28]([O:30][C:31]([CH3:34])([CH3:33])[CH3:32])=[O:29])[CH2:23][C@H:22]2[CH2:35]OS(C)(=O)=O)=[CH:17][C:16]=1[F:41]. (2) The reactants are: C1(O[C:8](=[O:30])[NH:9][C:10]2[S:14][N:13]=[C:12]([O:15][CH2:16][C:17]3[C:22]([F:23])=[CH:21][C:20]([CH3:24])=[C:19]([F:25])[C:18]=3[F:26])[C:11]=2[C:27](=[O:29])[NH2:28])C=CC=CC=1.[NH2:31][CH2:32][CH2:33][CH2:34][CH2:35][N:36]([CH2:40][CH3:41])[CH2:37][CH2:38][OH:39]. Given the product [CH2:40]([N:36]([CH2:37][CH2:38][OH:39])[CH2:35][CH2:34][CH2:33][CH2:32][NH:31][C:8](=[O:30])[NH:9][C:10]1[S:14][N:13]=[C:12]([O:15][CH2:16][C:17]2[C:22]([F:23])=[CH:21][C:20]([CH3:24])=[C:19]([F:25])[C:18]=2[F:26])[C:11]=1[C:27]([NH2:28])=[O:29])[CH3:41], predict the reactants needed to synthesize it. (3) Given the product [NH2:2][C:1]1[S:23][C:10]([CH2:11][CH3:12])=[N:9][C:3]=1[C:4]([O:6][CH2:7][CH3:8])=[O:5], predict the reactants needed to synthesize it. The reactants are: [C:1]([CH:3]([NH:9][C:10](=O)[CH2:11][CH3:12])[C:4]([O:6][CH2:7][CH3:8])=[O:5])#[N:2].COC1C=CC(P2(SP(C3C=CC(OC)=CC=3)(=S)S2)=[S:23])=CC=1. (4) Given the product [F:30][C:29]([F:32])([F:31])[C:27]([OH:33])=[O:28].[CH3:1][C:2]([CH3:26])([CH2:23][CH2:24][CH3:25])[CH2:3][O:4][C:5]1[N:13]=[C:12]2[C:8]([N:9]=[C:10]([O:20][CH3:21])[NH:11]2)=[C:7]([NH2:22])[N:6]=1, predict the reactants needed to synthesize it. The reactants are: [CH3:1][C:2]([CH3:26])([CH2:23][CH2:24][CH3:25])[CH2:3][O:4][C:5]1[N:13]=[C:12]2[C:8]([N:9]=[C:10]([O:20][CH3:21])[N:11]2C2CCCCO2)=[C:7]([NH2:22])[N:6]=1.[C:27]([OH:33])([C:29]([F:32])([F:31])[F:30])=[O:28]. (5) Given the product [CH:47]1([NH:46][C:44]([NH:43][C:40]2[CH:41]=[CH:42][C:37]([C:26]3[CH:25]=[C:24]([C:57]4[C:52]([S:51][CH3:50])=[N:53][CH:54]=[CH:55][CH:56]=4)[N:29]=[C:28]([N:30]4[CH2:35][CH2:34][O:33][CH2:32][C@@H:31]4[CH3:36])[N:27]=3)=[CH:38][CH:39]=2)=[O:45])[CH2:49][CH2:48]1, predict the reactants needed to synthesize it. The reactants are: FC1C=C(C2N=C(SC)N=C(N3CCOC[C@@H]3C)C=2)C=NC=1.Cl[C:24]1[N:29]=[C:28]([N:30]2[CH2:35][CH2:34][O:33][CH2:32][C@@H:31]2[CH3:36])[N:27]=[C:26]([C:37]2[CH:42]=[CH:41][C:40]([NH:43][C:44]([NH:46][CH:47]3[CH2:49][CH2:48]3)=[O:45])=[CH:39][CH:38]=2)[CH:25]=1.[CH3:50][S:51][C:52]1[C:57](B2OC(C)(C)C(C)(C)O2)=[CH:56][CH:55]=[CH:54][N:53]=1. (6) Given the product [F:33][C:22]1[C:21]([C:8]2[CH:9]=[CH:10][C:11]([C:14]([CH3:17])([CH3:18])[CH2:15][OH:16])=[CH:12][CH:13]=2)=[C:29]([F:30])[CH:28]=[C:27]2[C:23]=1[C:24]([CH:31]=[O:32])=[CH:25][NH:26]2, predict the reactants needed to synthesize it. The reactants are: CC1(C)COB([C:8]2[CH:13]=[CH:12][C:11]([C:14]([CH3:18])([CH3:17])[CH2:15][OH:16])=[CH:10][CH:9]=2)OC1.Br[C:21]1[C:22]([F:33])=[C:23]2[C:27](=[CH:28][C:29]=1[F:30])[NH:26][CH:25]=[C:24]2[CH:31]=[O:32].C(=O)([O-])[O-].[K+].[K+].